From a dataset of Experimentally validated miRNA-target interactions with 360,000+ pairs, plus equal number of negative samples. Binary Classification. Given a miRNA mature sequence and a target amino acid sequence, predict their likelihood of interaction. (1) Result: 0 (no interaction). The miRNA is hsa-miR-432-5p with sequence UCUUGGAGUAGGUCAUUGGGUGG. The protein sequence of the target gene is MADKMDMSLDDIIKLNRSQRGGRGGGRGRGRAGSQGGRGGGAQAAARVNRGGGPIRNRPAIARGAAGGGGRNRPAPYSRPKQLPDKWQHDLFDSGFGGGAGVETGGKLLVSNLDFGVSDADIQELFAEFGTLKKAAVHYDRSGRSLGTADVHFERKADALKAMKQYNGVPLDGRPMNIQLVTSQIDAQRRPAQSVNRGGMTRNRGAGGFGGGGGTRRGTRGGARGRGRGAGRNSKQQLSAEELDAQLDAYNARMDTS. (2) The miRNA is hsa-miR-3675-3p with sequence CAUCUCUAAGGAACUCCCCCAA. The protein sequence of the target gene is MEPEAAAGARKARGRGCHCPGDAPWRPPPPRGPESPAPWRPWIQTPGDAELTRTGRPLEPRADQHTFGSKGAFGFQHPVRVYLPMSKRQEYLRSSGEQVLASFPVQATIDFYDDESTESASEAEEPEEGPPPLHLLPQEVGGRQENGPGGKGRDQGINQGQRSSGGGDHWGEGPLPQGVSSRGGKCSSSK. Result: 1 (interaction). (3) The miRNA is hsa-miR-320d with sequence AAAAGCUGGGUUGAGAGGA. The protein sequence of the target gene is MTGSNSHITILTLKVLPHFESLGKQEKIPNKMSAFRNHCPHLDSVGEITKEDLIQKSLGTCQDCKVQGPNLWACLENRCSYVGCGESQVDHSTIHSQETKHYLTVNLTTLRVWCYACSKEVFLDRKLGTQPSLPHVRQPHQIQENSVQDFKIPSNTTLKTPLVAVFDDLDIEADEEDELRARGLTGLKNIGNTCYMNAALQALSNCPPLTQFFLDCGGLARTDKKPAICKSYLKLMTELWHKSRPGSVVPTTLFQGIKTVNPTFRGYSQQDAQEFLRCLMDLLHEELKEQVMEVEEDPQT.... Result: 0 (no interaction). (4) The miRNA is hsa-miR-582-3p with sequence UAACUGGUUGAACAACUGAACC. The protein sequence of the target gene is MTMGDMKTPDFDDLLAAFDIPDMVDPKAAIESGHDDHESHIKQNAHVDDDSHTPSSSDVGVSVIVKNVRNIDSSEGVEKDGHNPTGNGLHNGFLTASSLDSYGKDGAKSLKGDTPASEVTLKDPAFSQFSPISSAEEFEDDEKIEVDDPPDKEEARAGFRSNVLTGSAPQQDFDKLKALGGENSSKTGVSTSGHTDKNKVKREAESNSITLSVYEPFKVRKAEDKLKENSEKMLESRVLDGKPSSEKSDSGIAAAASSKTKPSSKLSSCIAAIAALSAKKAASDSCKEPVANSREASPLP.... Result: 0 (no interaction).